Dataset: Forward reaction prediction with 1.9M reactions from USPTO patents (1976-2016). Task: Predict the product of the given reaction. (1) The product is: [OH:32][C@H:31]([CH2:30][OH:29])[CH2:33][N:24]1[CH2:23][CH2:22][C:21]2[CH:27]=[CH:28][C:18]([C:15]3[N:14]=[C:13]([C:8]4[CH:9]=[C:10]([C:11]#[N:12])[C:5]([O:4][CH2:1][CH2:2][CH3:3])=[N:6][CH:7]=4)[O:17][N:16]=3)=[CH:19][C:20]=2[CH2:26][CH2:25]1. Given the reactants [CH2:1]([O:4][C:5]1[C:10]([C:11]#[N:12])=[CH:9][C:8]([C:13]2[O:17][N:16]=[C:15]([C:18]3[CH:28]=[CH:27][C:21]4[CH2:22][CH2:23][NH:24][CH2:25][CH2:26][C:20]=4[CH:19]=3)[N:14]=2)=[CH:7][N:6]=1)[CH2:2][CH3:3].[O:29]=[CH:30][C@@H:31]([CH2:33]O)[OH:32].C(O)(=O)C.C(O[BH-](OC(=O)C)OC(=O)C)(=O)C.[Na+], predict the reaction product. (2) Given the reactants Br[C:2]1[CH:11]=[CH:10][C:9]2[N:8]=[CH:7][C:6]3[N:12]([CH3:23])[C:13](=[O:22])[N:14]([C:15]4[CH:16]=[N:17][N:18]([CH3:21])[C:19]=4[CH3:20])[C:5]=3[C:4]=2[CH:3]=1.[CH3:24][O:25][C:26]1[CH:27]=[C:28](B(O)O)[CH:29]=[CH:30][C:31]=1[O:32][CH3:33], predict the reaction product. The product is: [CH3:24][O:25][C:26]1[CH:27]=[C:28]([C:2]2[CH:11]=[CH:10][C:9]3[N:8]=[CH:7][C:6]4[N:12]([CH3:23])[C:13](=[O:22])[N:14]([C:15]5[CH:16]=[N:17][N:18]([CH3:21])[C:19]=5[CH3:20])[C:5]=4[C:4]=3[CH:3]=2)[CH:29]=[CH:30][C:31]=1[O:32][CH3:33]. (3) Given the reactants C(OC([N:8]([C:22]([O:24][C:25]([CH3:28])([CH3:27])[CH3:26])=[O:23])[CH2:9][CH2:10][C:11]1[NH:15][N:14]=[C:13]([C:16]2[CH:21]=[CH:20][CH:19]=[CH:18][CH:17]=2)[N:12]=1)=O)(C)(C)C.C(=O)([O-])[O-].[K+].[K+].CN(C=O)C.Br[CH2:41][CH2:42][O:43][CH3:44], predict the reaction product. The product is: [CH3:44][O:43][CH2:42][CH2:41][N:15]1[C:11]([CH2:10][CH2:9][NH:8][C:22](=[O:23])[O:24][C:25]([CH3:26])([CH3:27])[CH3:28])=[N:12][C:13]([C:16]2[CH:17]=[CH:18][CH:19]=[CH:20][CH:21]=2)=[N:14]1. (4) The product is: [N:1]1[CH:6]=[CH:5][CH:4]=[CH:3][C:2]=1[N:7]1[CH2:8][CH2:9][N:10]([CH2:24][C:23]([NH:22][C:19]2[CH:18]=[CH:17][C:16]([O:15][C:14]([F:13])([F:27])[F:28])=[CH:21][CH:20]=2)=[O:26])[CH2:11][CH2:12]1. Given the reactants [N:1]1[CH:6]=[CH:5][CH:4]=[CH:3][C:2]=1[N:7]1[CH2:12][CH2:11][NH:10][CH2:9][CH2:8]1.[F:13][C:14]([F:28])([F:27])[O:15][C:16]1[CH:21]=[CH:20][C:19]([NH:22][C:23](=[O:26])[CH2:24]Cl)=[CH:18][CH:17]=1.C(=O)([O-])[O-].[Na+].[Na+], predict the reaction product. (5) Given the reactants FC1C=C(C2C=CC(O)=CC=2)C=CC=1C1C=CC(OC(C)C(=O)C)=CC=1.[C:27]([O:32][C:33]1[CH:38]=[CH:37][C:36]([C:39]2[CH:44]=[CH:43][C:42]([C:45]3[CH:50]=[CH:49][C:48]([O:51]/[C:52](=[C:54](/[O:56][C:57](=[O:61])[C:58]([CH3:60])=[CH2:59])\[CH3:55])/[CH3:53])=[CH:47][CH:46]=3)=[C:41]([F:62])[CH:40]=2)=[CH:35][CH:34]=1)(=[O:31])[C:28]([CH3:30])=[CH2:29], predict the reaction product. The product is: [C:27]([O:32][C:33]1[CH:34]=[CH:35][C:36]([C:39]2[CH:44]=[CH:43][C:42]([C:45]3[CH:50]=[CH:49][C:48]([O:51]/[C:52](=[C:54](\[O:56][C:57](=[O:61])[C:58]([CH3:60])=[CH2:59])/[CH3:55])/[CH3:53])=[CH:47][CH:46]=3)=[C:41]([F:62])[CH:40]=2)=[CH:37][CH:38]=1)(=[O:31])[C:28]([CH3:30])=[CH2:29]. (6) Given the reactants FC(F)(F)C(O)=O.[Cl:8][C:9]1[CH:14]=[C:13]2[NH:15][C:16](=[O:38])[C:17]3([CH:21]([C:22]4[CH:27]=[CH:26][CH:25]=[C:24]([Cl:28])[C:23]=4[F:29])[CH:20]([C:30](O)=[O:31])[NH:19][CH:18]3[CH2:33][C:34]([CH3:37])([CH3:36])[CH3:35])[C:12]2=[CH:11][CH:10]=1.C(N(C(C)C)CC)(C)C.C1(P(Cl)(C2C=CC=CC=2)=O)C=CC=CC=1.[NH2:63][C:64]1[CH:69]=[CH:68][N:67]([CH2:70][CH2:71][O:72][Si:73]([C:76]([CH3:79])([CH3:78])[CH3:77])([CH3:75])[CH3:74])[C:66](=[O:80])[CH:65]=1, predict the reaction product. The product is: [C:76]([Si:73]([CH3:74])([CH3:75])[O:72][CH2:71][CH2:70][N:67]1[CH:68]=[CH:69][C:64]([NH:63][C:30]([CH:20]2[NH:19][CH:18]([CH2:33][C:34]([CH3:37])([CH3:36])[CH3:35])[C:17]3([C:12]4[C:13](=[CH:14][C:9]([Cl:8])=[CH:10][CH:11]=4)[NH:15][C:16]3=[O:38])[CH:21]2[C:22]2[CH:27]=[CH:26][CH:25]=[C:24]([Cl:28])[C:23]=2[F:29])=[O:31])=[CH:65][C:66]1=[O:80])([CH3:77])([CH3:79])[CH3:78].